Predict which catalyst facilitates the given reaction. From a dataset of Catalyst prediction with 721,799 reactions and 888 catalyst types from USPTO. (1) Reactant: [C:1](Cl)(=[O:3])[CH3:2].[Cl-].[Al+3].[Cl-].[Cl-].[NH:9]1[C:17]2[C:12](=[CH:13][CH:14]=[CH:15][CH:16]=2)[CH:11]=[C:10]1[C:18]([O:20][CH2:21][CH3:22])=[O:19]. Product: [C:1]([C:16]1[CH:15]=[CH:14][CH:13]=[C:12]2[C:17]=1[NH:9][C:10]([C:18]([O:20][CH2:21][CH3:22])=[O:19])=[CH:11]2)(=[O:3])[CH3:2]. The catalyst class is: 26. (2) Reactant: [CH3:1][C:2]1[CH:7]=[CH:6][N:5]2[C:8]([C:11]([OH:13])=O)=[CH:9][N:10]=[C:4]2[CH:3]=1.C(Cl)(=O)C(Cl)=O.CN(C=O)C.[NH2:25][C:26]1[CH:27]=[C:28]([CH:42]=[CH:43][C:44]=1[F:45])[C:29]([NH:31][C@@H:32]1[C:40]2[C:35](=[CH:36][CH:37]=[CH:38][CH:39]=2)[CH2:34][C@@H:33]1[OH:41])=[O:30]. Product: [F:45][C:44]1[CH:43]=[CH:42][C:28]([C:29](=[O:30])[NH:31][C@@H:32]2[C:40]3[C:35](=[CH:36][CH:37]=[CH:38][CH:39]=3)[CH2:34][C@@H:33]2[OH:41])=[CH:27][C:26]=1[NH:25][C:11]([C:8]1[N:5]2[CH:6]=[CH:7][C:2]([CH3:1])=[CH:3][C:4]2=[N:10][CH:9]=1)=[O:13]. The catalyst class is: 272.